Regression. Given a peptide amino acid sequence and an MHC pseudo amino acid sequence, predict their binding affinity value. This is MHC class I binding data. From a dataset of Peptide-MHC class I binding affinity with 185,985 pairs from IEDB/IMGT. (1) The peptide sequence is YDAIKCMRTF. The MHC is Mamu-A11 with pseudo-sequence Mamu-A11. The binding affinity (normalized) is 0.133. (2) The peptide sequence is ENMLRSMPV. The MHC is HLA-B08:01 with pseudo-sequence HLA-B08:01. The binding affinity (normalized) is 1.00. (3) The binding affinity (normalized) is 0.0847. The MHC is HLA-A02:19 with pseudo-sequence HLA-A02:19. The peptide sequence is TTSDFFVNY. (4) The peptide sequence is KSINKVYGK. The MHC is HLA-B18:01 with pseudo-sequence HLA-B18:01. The binding affinity (normalized) is 0. (5) The peptide sequence is GSRAYRNAL. The MHC is HLA-B40:01 with pseudo-sequence HLA-B40:01. The binding affinity (normalized) is 0.0847. (6) The peptide sequence is RLAELIGPA. The MHC is HLA-A69:01 with pseudo-sequence HLA-A69:01. The binding affinity (normalized) is 0.191. (7) The peptide sequence is IITPVVFYR. The MHC is Patr-A0101 with pseudo-sequence Patr-A0101. The binding affinity (normalized) is 0.544.